This data is from Forward reaction prediction with 1.9M reactions from USPTO patents (1976-2016). The task is: Predict the product of the given reaction. (1) Given the reactants N#N.[NH2:3][C:4]([NH:6][C:7]1[C:8]([C:22]([NH2:24])=[O:23])=[N:9][N:10]([C:12]2[CH:17]=[CH:16][C:15](Br)=[C:14]([O:19][CH2:20][CH3:21])[CH:13]=2)[CH:11]=1)=[O:5].[OH:25][C:26]1[CH:31]=[CH:30][C:29](B(O)O)=[CH:28][CH:27]=1.C([O-])([O-])=O.[Cs+].[Cs+], predict the reaction product. The product is: [NH2:3][C:4]([NH:6][C:7]1[C:8]([C:22]([NH2:24])=[O:23])=[N:9][N:10]([C:12]2[CH:17]=[CH:16][C:15]([C:29]3[CH:30]=[CH:31][C:26]([OH:25])=[CH:27][CH:28]=3)=[C:14]([O:19][CH2:20][CH3:21])[CH:13]=2)[CH:11]=1)=[O:5]. (2) Given the reactants [Li]CCCC.CCCCCC.[CH2:12]([C@H:19]1[CH2:23][O:22][C:21](=[O:24])[NH:20]1)[C:13]1[CH:18]=[CH:17][CH:16]=[CH:15][CH:14]=1.[C:25]1([C:36]2[CH:41]=[CH:40][CH:39]=[CH:38][CH:37]=2)[CH:30]=[CH:29][C:28]([CH2:31][CH2:32][C:33](Cl)=[O:34])=[CH:27][CH:26]=1, predict the reaction product. The product is: [CH2:12]([C@H:19]1[CH2:23][O:22][C:21](=[O:24])[N:20]1[C:33](=[O:34])[CH2:32][CH2:31][C:28]1[CH:29]=[CH:30][C:25]([C:36]2[CH:41]=[CH:40][CH:39]=[CH:38][CH:37]=2)=[CH:26][CH:27]=1)[C:13]1[CH:14]=[CH:15][CH:16]=[CH:17][CH:18]=1. (3) Given the reactants [CH2:1]([O:8][C:9]1[CH:26]=[CH:25][C:24]2[C@@H:23]3[C@H:14]([C@H:15]4[C@@:19]([CH2:21][CH2:22]3)([CH3:20])[C@@H:18]([OH:27])[C@@H:17]([CH2:28][CH:29]=O)[CH2:16]4)[CH2:13][CH2:12][C:11]=2[CH:10]=1)[C:2]1[CH:7]=[CH:6][CH:5]=[CH:4][CH:3]=1.[C:31]1(C)C=CC=CC=1, predict the reaction product. The product is: [CH2:28]([C@@H:17]1[CH2:16][C@H:15]2[C@H:14]3[C@H:23]([CH2:22][CH2:21][C@:19]2([CH3:20])[C@H:18]1[OH:27])[C:24]1[CH:25]=[CH:26][C:9]([O:8][CH2:1][C:2]2[CH:7]=[CH:6][CH:5]=[CH:4][CH:3]=2)=[CH:10][C:11]=1[CH2:12][CH2:13]3)[CH:29]=[CH2:31]. (4) Given the reactants [OH:1][CH2:2][CH:3]1[CH2:6][C:5]([CH2:29][C:30]#[N:31])([N:7]2[CH:11]=[C:10]([C:12]3[C:13]4[CH:20]=[CH:19][N:18]([CH2:21][O:22][CH2:23][CH2:24][Si:25]([CH3:28])([CH3:27])[CH3:26])[C:14]=4[N:15]=[CH:16][N:17]=3)[CH:9]=[N:8]2)[CH2:4]1.C(Cl)Cl.C(N(CC)CC)C.[CH3:42][S:43](Cl)(=[O:45])=[O:44], predict the reaction product. The product is: [CH3:42][S:43]([O:1][CH2:2][CH:3]1[CH2:6][C:5]([CH2:29][C:30]#[N:31])([N:7]2[CH:11]=[C:10]([C:12]3[C:13]4[CH:20]=[CH:19][N:18]([CH2:21][O:22][CH2:23][CH2:24][Si:25]([CH3:27])([CH3:26])[CH3:28])[C:14]=4[N:15]=[CH:16][N:17]=3)[CH:9]=[N:8]2)[CH2:4]1)(=[O:45])=[O:44]. (5) Given the reactants [NH2:1][C:2]1[C:10]([O:11][CH3:12])=[CH:9][C:5]([C:6]([OH:8])=O)=[C:4]([F:13])[CH:3]=1.[N:14]1([CH2:19][C:20]2([CH2:23][NH2:24])[CH2:22][CH2:21]2)[CH2:18][CH2:17][CH2:16][CH2:15]1.CN(C(ON1N=NC2C=CC=NC1=2)=[N+](C)C)C.F[P-](F)(F)(F)(F)F.CCN(C(C)C)C(C)C, predict the reaction product. The product is: [NH2:1][C:2]1[C:10]([O:11][CH3:12])=[CH:9][C:5]([C:6]([NH:24][CH2:23][C:20]2([CH2:19][N:14]3[CH2:18][CH2:17][CH2:16][CH2:15]3)[CH2:21][CH2:22]2)=[O:8])=[C:4]([F:13])[CH:3]=1.